From a dataset of Reaction yield outcomes from USPTO patents with 853,638 reactions. Predict the reaction yield, written as a fraction of the theoretical maximum amount of product (1.0 means a 100% yield; for example, 0.34 means a 34% yield). (1) The reactants are [F:1][C:2]1[CH:24]=[CH:23][C:5]([O:6][C:7]2[CH:8]=[C:9]3[C:13](=[CH:14][C:15]=2[C:16]([NH2:18])=[O:17])[N:12]([CH2:19][CH:20]([CH3:22])[CH3:21])[N:11]=[CH:10]3)=[CH:4][CH:3]=1.C(N1C=CN=C1)(N1C=CN=C1)=O.[CH2:37]([N:44]1[CH2:49][CH2:48][CH:47](N)[CH2:46][CH2:45]1)[C:38]1[CH:43]=[CH:42][CH:41]=[CH:40][CH:39]=1. The catalyst is C1COCC1. The product is [CH2:37]([N:44]1[CH2:49][CH2:48][CH:47]([NH:18][C:16]([C:15]2[CH:14]=[C:13]3[C:9]([CH:10]=[N:11][N:12]3[CH2:19][CH:20]([CH3:22])[CH3:21])=[CH:8][C:7]=2[O:6][C:5]2[CH:23]=[CH:24][C:2]([F:1])=[CH:3][CH:4]=2)=[O:17])[CH2:46][CH2:45]1)[C:38]1[CH:43]=[CH:42][CH:41]=[CH:40][CH:39]=1. The yield is 0.970. (2) The reactants are [Cl:1][C:2]1[CH:7]=[CH:6][N:5]=[C:4]([C@@H:8]([NH:12][S@](C(C)(C)C)=O)[CH2:9][CH:10]=[CH2:11])[CH:3]=1.Cl.CCN(CC)CC.[CH3:27][C:28]([O:31][C:32](O[C:32]([O:31][C:28]([CH3:30])([CH3:29])[CH3:27])=[O:33])=[O:33])([CH3:30])[CH3:29]. The catalyst is CO.C(Cl)Cl. The product is [Cl:1][C:2]1[CH:7]=[CH:6][N:5]=[C:4]([C@@H:8]([NH:12][C:32](=[O:33])[O:31][C:28]([CH3:30])([CH3:29])[CH3:27])[CH2:9][CH:10]=[CH2:11])[CH:3]=1. The yield is 0.860. (3) The reactants are [Cl:1][C:2]1[CH:7]=[CH:6][C:5]([NH2:8])=[C:4]([C:9]2[CH:13]=[C:12]([C:14]3[CH:19]=[CH:18][C:17]([F:20])=[CH:16][C:15]=3[F:21])[O:11][N:10]=2)[CH:3]=1.[O:22](S(C(F)(F)F)(=O)=O)[S:23]([C:26]([F:29])([F:28])[F:27])(=O)=[O:24]. The catalyst is ClCCl. The product is [Cl:1][C:2]1[CH:7]=[CH:6][C:5]([NH:8][S:23]([C:26]([F:29])([F:28])[F:27])(=[O:24])=[O:22])=[C:4]([C:9]2[CH:13]=[C:12]([C:14]3[CH:19]=[CH:18][C:17]([F:20])=[CH:16][C:15]=3[F:21])[O:11][N:10]=2)[CH:3]=1. The yield is 0.320. (4) The reactants are C1(C2C=CC=CC=2)C=CC([C:7](=[O:15])[CH2:8][C:9]2[CH:14]=[CH:13][CH:12]=[CH:11][CH:10]=2)=CC=1.Br[C:23]1[CH:28]=[CH:27][C:26]([F:29])=[CH:25][C:24]=1[F:30]. No catalyst specified. The product is [F:30][C:24]1[CH:25]=[C:26]([F:29])[CH:27]=[CH:28][C:23]=1[C:7](=[O:15])[CH2:8][C:9]1[CH:14]=[CH:13][CH:12]=[CH:11][CH:10]=1. The yield is 0.190. (5) The reactants are Cl[CH2:2][CH2:3][CH2:4][O:5][C:6]1[CH:7]=[C:8]([C:12]2[S:20][C:19]3[C:14](=[N:15][CH:16]=[CH:17][C:18]=3[O:21][C:22]3[CH:27]=[CH:26][C:25]([NH:28][C:29](=[O:42])[CH2:30][C:31]([NH:33][C:34]4[CH:39]=[CH:38][CH:37]=[CH:36][C:35]=4[O:40][CH3:41])=[O:32])=[CH:24][C:23]=3[F:43])[CH:13]=2)[CH:9]=[CH:10][CH:11]=1.[CH2:44]([S-:46])[CH3:45].[Na+].C(OCC)(=[O:50])C.CO.I([O-])(=O)(=O)=O.[Na+]. The product is [CH2:44]([S:46]([CH2:2][CH2:3][CH2:4][O:5][C:6]1[CH:7]=[C:8]([C:12]2[S:20][C:19]3[C:14](=[N:15][CH:16]=[CH:17][C:18]=3[O:21][C:22]3[CH:27]=[CH:26][C:25]([NH:28][C:29](=[O:42])[CH2:30][C:31]([NH:33][C:34]4[CH:39]=[CH:38][CH:37]=[CH:36][C:35]=4[O:40][CH3:41])=[O:32])=[CH:24][C:23]=3[F:43])[CH:13]=2)[CH:9]=[CH:10][CH:11]=1)=[O:50])[CH3:45]. The catalyst is CN(C=O)C.O. The yield is 0.290. (6) The reactants are C([O:8][C:9]1[C:14]([CH2:15][N:16]2[CH2:25][CH2:24][C:23]3[C:18](=[C:19]([CH3:31])[C:20]([C:26]([N:28]([CH3:30])[CH3:29])=[O:27])=[CH:21][CH:22]=3)[C:17]2=[O:32])=[C:13]([CH3:33])[CH:12]=[C:11]([CH3:34])[N:10]=1)C1C=CC=CC=1. The catalyst is CO.[Pd]. The product is [CH3:33][C:13]1[CH:12]=[C:11]([CH3:34])[NH:10][C:9](=[O:8])[C:14]=1[CH2:15][N:16]1[CH2:25][CH2:24][C:23]2[C:18](=[C:19]([CH3:31])[C:20]([C:26]([N:28]([CH3:29])[CH3:30])=[O:27])=[CH:21][CH:22]=2)[C:17]1=[O:32]. The yield is 0.497. (7) The reactants are [CH2:1]([N:8]([CH2:37][C:38]1[CH:43]=[CH:42][CH:41]=[CH:40][CH:39]=1)[CH:9]1[CH2:13][CH:12]([C:14]2[N:18]3[C:19]4[CH:25]=[CH:24][N:23](S(C5C=CC(C)=CC=5)(=O)=O)[C:20]=4[N:21]=[CH:22][C:17]3=[N:16][CH:15]=2)[CH:11]([CH3:36])[CH2:10]1)[C:2]1[CH:7]=[CH:6][CH:5]=[CH:4][CH:3]=1.[OH-].[Na+]. The catalyst is O1CCOCC1. The product is [CH2:37]([N:8]([CH2:1][C:2]1[CH:7]=[CH:6][CH:5]=[CH:4][CH:3]=1)[CH:9]1[CH2:10][CH:11]([CH3:36])[CH:12]([C:14]2[N:18]3[C:19]4[CH:25]=[CH:24][NH:23][C:20]=4[N:21]=[CH:22][C:17]3=[N:16][CH:15]=2)[CH2:13]1)[C:38]1[CH:43]=[CH:42][CH:41]=[CH:40][CH:39]=1. The yield is 0.560.